Predict the reactants needed to synthesize the given product. From a dataset of Full USPTO retrosynthesis dataset with 1.9M reactions from patents (1976-2016). (1) Given the product [F:1][C:2]1[CH:7]=[C:6]([F:8])[CH:5]=[CH:4][C:3]=1[C@:9]12[CH2:18][O:17][C@@H:16]([C:19]3[N:24]=[C:23]([CH3:25])[CH:22]=[CH:21][N:20]=3)[CH2:15][C@H:14]1[CH2:13][S:12][C:11]([NH2:26])=[N:10]2, predict the reactants needed to synthesize it. The reactants are: [F:1][C:2]1[CH:7]=[C:6]([F:8])[CH:5]=[CH:4][C:3]=1[C@:9]12[CH2:18][O:17][C@@H:16]([C:19]3[N:24]=[C:23]([CH3:25])[CH:22]=[CH:21][N:20]=3)[CH2:15][C@H:14]1[CH2:13][S:12][C:11]([NH:26]C(=O)C1C=CC=CC=1)=[N:10]2.FC1C=C(F)C=CC=1[C@]12CO[C@@H](C3OC=CN=3)C[C@H]1CSC(N)=N2. (2) The reactants are: [Cl:1][C:2]1[N:7]=[C:6]([CH3:8])[C:5](C)=[C:4]([CH3:10])[N:3]=1.CC1C(C)=C(C)N=[C:14]([OH:20])N=1. Given the product [Cl:1][C:2]1[N:7]=[C:6]([CH3:8])[C:5]([O:20][CH3:14])=[C:4]([CH3:10])[N:3]=1, predict the reactants needed to synthesize it. (3) Given the product [CH3:14][N:15]([N:4]1[CH2:3][CH2:2][C:6]2([CH2:11][CH2:10][CH:9]([C:17]#[N:18])[CH2:8][CH2:7]2)[C:5]1=[O:13])[CH3:16], predict the reactants needed to synthesize it. The reactants are: Cl.[CH2:2]1[C:6]2([CH2:11][CH2:10][C:9](=O)[CH2:8][CH2:7]2)[C:5](=[O:13])[NH:4][CH2:3]1.[CH3:14][NH:15][CH3:16].[C-:17]#[N:18].[K+]. (4) Given the product [N:22]([C:32]1([C:29]2[CH:30]=[CH:31][S:27][CH:28]=2)[CH2:33][CH2:34][C:35]2([O:36][CH2:37][CH2:38][O:39]2)[CH2:40][CH2:41]1)=[C:10]=[O:9], predict the reactants needed to synthesize it. The reactants are: C1(OP(N=[N+]=[N-])(=O)[O:9][C:10]2C=CC=CC=2)C=CC=CC=1.C([N:22](CC)CC)C.[S:27]1[CH:31]=[CH:30][C:29]([C:32]2(C(O)=O)[CH2:41][CH2:40][C:35]3([O:39][CH2:38][CH2:37][O:36]3)[CH2:34][CH2:33]2)=[CH:28]1. (5) Given the product [CH:2]([O:4][Si:5]([O:4][CH:2]([CH3:3])[CH3:1])([Cl:9])[Cl:6])([CH3:3])[CH3:1], predict the reactants needed to synthesize it. The reactants are: [CH3:1][CH:2]([OH:4])[CH3:3].[Si:5]([Cl:9])(Cl)(Cl)[Cl:6].Cl. (6) Given the product [CH3:37][O:38][C:39](=[O:57])[C@@H:40]([NH:56][C:31]([C@@H:15]1[CH2:14][C:13]2[CH:12]=[C:11]3[C:20]([O:21][C@H:8]([C:5]4[CH:6]=[CH:7][C:2]([OH:1])=[CH:3][CH:4]=4)[C:9](=[O:35])[N:10]3[CH3:34])=[CH:19][C:18]=2[CH2:17][N:16]1[C@@H:22]([C:25]1[CH:30]=[CH:29][CH:28]=[CH:27][CH:26]=1)[CH2:23][CH3:24])=[O:32])[CH2:41][C:42]1[CH:47]=[CH:46][C:45]([C:48]2[CH:53]=[CH:52][C:51]([C:54]#[N:55])=[CH:50][CH:49]=2)=[CH:44][CH:43]=1, predict the reactants needed to synthesize it. The reactants are: [OH:1][C:2]1[CH:7]=[CH:6][C:5]([C@H:8]2[O:21][C:20]3[C:11](=[CH:12][C:13]4[CH2:14][C@@H:15]([C:31](O)=[O:32])[N:16]([C@@H:22]([C:25]5[CH:30]=[CH:29][CH:28]=[CH:27][CH:26]=5)[CH2:23][CH3:24])[CH2:17][C:18]=4[CH:19]=3)[N:10]([CH3:34])[C:9]2=[O:35])=[CH:4][CH:3]=1.Cl.[CH3:37][O:38][C:39](=[O:57])[C@@H:40]([NH2:56])[CH2:41][C:42]1[CH:47]=[CH:46][C:45]([C:48]2[CH:53]=[CH:52][C:51]([C:54]#[N:55])=[CH:50][CH:49]=2)=[CH:44][CH:43]=1.